From a dataset of TCR-epitope binding with 47,182 pairs between 192 epitopes and 23,139 TCRs. Binary Classification. Given a T-cell receptor sequence (or CDR3 region) and an epitope sequence, predict whether binding occurs between them. (1) The epitope is EPLPQGQLTAY. The TCR CDR3 sequence is CASSSGQGNTEAFF. Result: 0 (the TCR does not bind to the epitope). (2) The epitope is RQLLFVVEV. The TCR CDR3 sequence is CASSFLDRGVDEQFF. Result: 1 (the TCR binds to the epitope). (3) The epitope is SGPLKAEIAQRLED. The TCR CDR3 sequence is CASSELDEETQYF. Result: 0 (the TCR does not bind to the epitope). (4) The epitope is FTISVTTEIL. The TCR CDR3 sequence is CASSRTSGSTDTQYF. Result: 0 (the TCR does not bind to the epitope). (5) The epitope is HLVDFQVTI. The TCR CDR3 sequence is CASSLDRARGYTF. Result: 1 (the TCR binds to the epitope). (6) The epitope is SEISMDNSPNL. The TCR CDR3 sequence is CASSSSSGLAGGAVTDTQYF. Result: 0 (the TCR does not bind to the epitope). (7) The epitope is QARQMVQAMRTIGTHP. The TCR CDR3 sequence is CATSDFQGSAGELFF. Result: 0 (the TCR does not bind to the epitope). (8) The epitope is KRWIILGLNK. The TCR CDR3 sequence is CASSLRGIQTDSYNEQFF. Result: 1 (the TCR binds to the epitope).